Predict which catalyst facilitates the given reaction. From a dataset of Catalyst prediction with 721,799 reactions and 888 catalyst types from USPTO. (1) Reactant: [F:1][C:2]1[CH:7]=[CH:6][C:5]([N:8]2[CH2:13][CH2:12][N:11]([C:14]3[N:19]=[C:18]([CH3:20])[NH:17][C:16](=[O:21])[C:15]=3[N+:22]([O-:24])=[O:23])[CH2:10][CH2:9]2)=[CH:4][CH:3]=1.Br[CH:26]([CH3:28])[CH3:27].[I-].[K+].C(=O)([O-])[O-].[K+].[K+]. Product: [F:1][C:2]1[CH:7]=[CH:6][C:5]([N:8]2[CH2:9][CH2:10][N:11]([C:14]3[C:15]([N+:22]([O-:24])=[O:23])=[C:16]([O:21][CH:26]([CH3:28])[CH3:27])[N:17]=[C:18]([CH3:20])[N:19]=3)[CH2:12][CH2:13]2)=[CH:4][CH:3]=1. The catalyst class is: 9. (2) Reactant: [CH3:1][O:2][C:3]1[CH:8]=[CH:7][C:6]([C:9]2[S:13][C:12]([C:14](O)=[O:15])=[C:11]([NH:17][C:18]([NH:20][C:21]3[C:26]([CH3:27])=[CH:25][C:24]([CH3:28])=[CH:23][C:22]=3[CH3:29])=[O:19])[CH:10]=2)=[CH:5][CH:4]=1.CN(C(ON1N=NC2C=CC=NC1=2)=[N+](C)C)C.F[P-](F)(F)(F)(F)F.CCN(C(C)C)C(C)C.Cl.[CH:64]1([CH2:70][C@@H:71]([C:73]([O:75][CH3:76])=[O:74])[NH2:72])[CH2:69][CH2:68][CH2:67][CH2:66][CH2:65]1. Product: [CH:64]1([CH2:70][C@@H:71]([C:73]([O:75][CH3:76])=[O:74])[NH:72][C:14]([C:12]2[S:13][C:9]([C:6]3[CH:7]=[CH:8][C:3]([O:2][CH3:1])=[CH:4][CH:5]=3)=[CH:10][C:11]=2[NH:17][C:18]([NH:20][C:21]2[C:22]([CH3:29])=[CH:23][C:24]([CH3:28])=[CH:25][C:26]=2[CH3:27])=[O:19])=[O:15])[CH2:69][CH2:68][CH2:67][CH2:66][CH2:65]1. The catalyst class is: 3. (3) Reactant: [NH2:1][C:2]1[S:3][C:4]([S:7][CH3:8])=[N:5][N:6]=1.Cl[CH2:10][CH:11]=O.C(N(C(C)C)CC)(C)C.O. Product: [CH3:8][S:7][C:4]1[S:3][C:2]2=[N:1][CH:10]=[CH:11][N:6]2[N:5]=1. The catalyst class is: 51. (4) Reactant: [F:1][C:2]1[CH:3]=[C:4]([C:12]2[CH:22]=[C:21]([C:23](O)=[O:24])[C:15]3[O:16][CH2:17][CH2:18][CH2:19][CH2:20][C:14]=3[CH:13]=2)[CH:5]=[C:6]([C:8](=[O:11])[NH:9][CH3:10])[CH:7]=1.[CH2:26]([O:28][C:29](=[O:46])[C:30](CC)([NH2:43])[CH2:31][C:32]1[C:40]2[C:35](=[C:36]([F:42])[CH:37]=[C:38]([F:41])[CH:39]=2)[NH:34][CH:33]=1)[CH3:27].C(Cl)CCl.C1C=CC2N(O)N=NC=2C=1. Product: [CH2:26]([O:28][C:29](=[O:46])[CH:30]([NH:43][C:23]([C:21]1[C:15]2[O:16][CH2:17][CH2:18][CH2:19][CH2:20][C:14]=2[CH:13]=[C:12]([C:4]2[CH:5]=[C:6]([C:8](=[O:11])[NH:9][CH3:10])[CH:7]=[C:2]([F:1])[CH:3]=2)[CH:22]=1)=[O:24])[CH2:31][C:32]1[C:40]2[C:35](=[C:36]([F:42])[CH:37]=[C:38]([F:41])[CH:39]=2)[NH:34][CH:33]=1)[CH3:27]. The catalyst class is: 338. (5) Reactant: [CH:1]([Si:4]([CH:9]([CH3:11])[CH3:10])([CH:6]([CH3:8])[CH3:7])[SH:5])([CH3:3])[CH3:2].C[Si](C)(C)[N-][Si](C)(C)C.[Li+].C1COCC1.C([Si](C(C)C)(C(C)C)[S-])(C)C.[Li+].I[C:40]1[CH:41]=[CH:42][C:43]2[CH:52]3[CH:48]([N:49]([C:53]([O:55][C:56]([CH3:59])([CH3:58])[CH3:57])=[O:54])[CH2:50][CH2:51]3)[CH2:47][O:46][C:44]=2[CH:45]=1. Product: [CH3:10][CH:9]([Si:4]([S:5][C:40]1[CH:41]=[CH:42][C:43]2[CH:52]3[CH:48]([N:49]([C:53]([O:55][C:56]([CH3:59])([CH3:58])[CH3:57])=[O:54])[CH2:50][CH2:51]3)[CH2:47][O:46][C:44]=2[CH:45]=1)([CH:1]([CH3:3])[CH3:2])[CH:6]([CH3:8])[CH3:7])[CH3:11]. The catalyst class is: 77.